This data is from Reaction yield outcomes from USPTO patents with 853,638 reactions. The task is: Predict the reaction yield, written as a fraction of the theoretical maximum amount of product (1.0 means a 100% yield; for example, 0.34 means a 34% yield). (1) The reactants are [Cl:1][C:2]1[CH:3]=[C:4]2[C:8](=[CH:9][CH:10]=1)[N:7]([C:11]1[CH:16]=[CH:15][CH:14]=[C:13]([C:17]([F:20])([F:19])[F:18])[CH:12]=1)[C:6]([CH:21]([NH:28][C:29]1[CH:37]=[CH:36][C:32]([C:33](O)=[O:34])=[CH:31][CH:30]=1)[CH2:22][CH2:23][CH2:24][CH2:25][CH2:26][CH3:27])=[CH:5]2.Cl.[CH2:39]([O:41][C:42](=[O:46])[CH2:43][CH2:44][NH2:45])[CH3:40].O.ON1C2C=CC=CC=2N=N1.Cl.C(N=C=NCCCN(C)C)C.Cl. The catalyst is CN(C)C=O.C(N(CC)CC)C. The product is [Cl:1][C:2]1[CH:3]=[C:4]2[C:8](=[CH:9][CH:10]=1)[N:7]([C:11]1[CH:16]=[CH:15][CH:14]=[C:13]([C:17]([F:19])([F:18])[F:20])[CH:12]=1)[C:6]([CH:21]([NH:28][C:29]1[CH:30]=[CH:31][C:32]([C:33]([NH:45][CH2:44][CH2:43][C:42]([O:41][CH2:39][CH3:40])=[O:46])=[O:34])=[CH:36][CH:37]=1)[CH2:22][CH2:23][CH2:24][CH2:25][CH2:26][CH3:27])=[CH:5]2. The yield is 0.920. (2) The reactants are [C:1]1(Cl)[CH:6]=[CH:5][CH:4]=[CH:3][CH:2]=1.[NH2:8][C:9]1[CH:14]=[CH:13][C:12]([CH3:15])=[CH:11][CH:10]=1.CC([O-])(C)C.[Na+]. The catalyst is C1(C)C=CC=CC=1.C1C=CC(/C=C/C(/C=C/C2C=CC=CC=2)=O)=CC=1.C1C=CC(/C=C/C(/C=C/C2C=CC=CC=2)=O)=CC=1.C1C=CC(/C=C/C(/C=C/C2C=CC=CC=2)=O)=CC=1.[Pd].[Pd]. The product is [C:1]1([NH:8][C:9]2[CH:14]=[CH:13][C:12]([CH3:15])=[CH:11][CH:10]=2)[CH:6]=[CH:5][CH:4]=[CH:3][CH:2]=1. The yield is 0.440. (3) The reactants are [O:1]=[C:2]1[C:7]([C:8]#N)=[CH:6][CH:5]=[N:4][NH:3]1.OS(O)(=O)=O.C([O-])([O-])=[O:16].[Na+].[Na+].[CH2:21]([OH:23])[CH3:22]. No catalyst specified. The product is [CH2:21]([O:23][C:8]([C:7]1[C:2](=[O:1])[NH:3][N:4]=[CH:5][CH:6]=1)=[O:16])[CH3:22]. The yield is 0.310. (4) The catalyst is CO. The product is [C:1]([C@H:5]1[CH2:10][CH2:9][C@H:8]([O:11][C:12]2[CH:13]=[C:14]3[C:19](=[CH:20][CH:21]=2)[CH:18]=[C:17]([CH2:22][NH:23][CH2:31][CH:26]([CH2:25][OH:24])[C:27]([O:29][CH3:30])=[O:28])[CH:16]=[CH:15]3)[CH2:7][CH2:6]1)([CH3:4])([CH3:2])[CH3:3]. The yield is 0.580. The reactants are [C:1]([C@H:5]1[CH2:10][CH2:9][C@H:8]([O:11][C:12]2[CH:13]=[C:14]3[C:19](=[CH:20][CH:21]=2)[CH:18]=[C:17]([CH2:22][NH2:23])[CH:16]=[CH:15]3)[CH2:7][CH2:6]1)([CH3:4])([CH3:3])[CH3:2].[OH:24][CH2:25][C:26](=[CH2:31])[C:27]([O:29][CH3:30])=[O:28]. (5) The reactants are [C:1]1([S:7]([NH2:10])(=[O:9])=[O:8])[CH:6]=[CH:5][CH:4]=[CH:3][CH:2]=1.CC(C)([O-])C.[K+].C1(C)C=CC([O:23][C:24]([C:26]2[C:34]3[C:29](=[CH:30][C:31]([Cl:43])=[C:32]([C:35]4[CH:40]=[CH:39][C:38]([O:41][CH3:42])=[CH:37][CH:36]=4)[CH:33]=3)[NH:28][N:27]=2)=O)=CC=1. The catalyst is C1COCC1. The product is [Cl:43][C:31]1[CH:30]=[C:29]2[C:34]([C:26]([C:24]([NH:10][S:7]([C:1]3[CH:6]=[CH:5][CH:4]=[CH:3][CH:2]=3)(=[O:9])=[O:8])=[O:23])=[N:27][NH:28]2)=[CH:33][C:32]=1[C:35]1[CH:40]=[CH:39][C:38]([O:41][CH3:42])=[CH:37][CH:36]=1. The yield is 0.0300. (6) The reactants are C(Cl)(=O)[C:2](Cl)=[O:3].CN(C=O)C.[CH2:12]([O:14][C:15](=[O:19])[CH:16]=[N+:17]=[N-:18])[CH3:13].CCOCC. The catalyst is C(Cl)(Cl)Cl. The product is [CH2:12]([O:14][C:15](=[O:19])[C:16](=[N+:17]=[N-:18])[CH:2]=[O:3])[CH3:13]. The yield is 0.210.